Dataset: Peptide-MHC class II binding affinity with 134,281 pairs from IEDB. Task: Regression. Given a peptide amino acid sequence and an MHC pseudo amino acid sequence, predict their binding affinity value. This is MHC class II binding data. The peptide sequence is ISGYNFSLSAAVKAG. The MHC is DRB1_0802 with pseudo-sequence DRB1_0802. The binding affinity (normalized) is 0.300.